The task is: Predict which catalyst facilitates the given reaction.. This data is from Catalyst prediction with 721,799 reactions and 888 catalyst types from USPTO. (1) Reactant: [CH:1]1([C:4]2[CH:5]=[C:6]([C:23]([O:25]CC)=[O:24])[C:7](=[O:22])[N:8]3[C:13]=2[C:12]([CH3:14])=[C:11]([C:15]2[CH:20]=[CH:19][C:18]([CH3:21])=[CH:17][CH:16]=2)[CH:10]=[CH:9]3)[CH2:3][CH2:2]1.[Li+].[OH-].Cl.C(OCC)(=O)C. Product: [CH:1]1([C:4]2[CH:5]=[C:6]([C:23]([OH:25])=[O:24])[C:7](=[O:22])[N:8]3[C:13]=2[C:12]([CH3:14])=[C:11]([C:15]2[CH:20]=[CH:19][C:18]([CH3:21])=[CH:17][CH:16]=2)[CH:10]=[CH:9]3)[CH2:3][CH2:2]1. The catalyst class is: 20. (2) Reactant: I[C:2]1[CH:7]=[CH:6][CH:5]=[CH:4][C:3]=1[N:8]=[N:9][C:10]1[CH:15]=[CH:14][CH:13]=[CH:12][CH:11]=1.[C:16]([Cu])#[N:17]. Product: [C:10]1([N:9]=[N:8][C:3]2[CH:4]=[CH:5][CH:6]=[CH:7][C:2]=2[C:16]#[N:17])[CH:15]=[CH:14][CH:13]=[CH:12][CH:11]=1. The catalyst class is: 259. (3) Reactant: [OH-].[Na+].BrBr.Br[O-].[O:7]=[S:8]1(=[O:25])[CH2:12][CH2:11][CH2:10][N:9]1[C:13]12[CH2:21][CH:17]3[CH2:18][CH:19]([CH2:20]1)[C:15]([C:22](=[O:24])C)([CH2:16]3)[CH2:14]2.CC(O)=[O:28]. Product: [O:7]=[S:8]1(=[O:25])[CH2:12][CH2:11][CH2:10][N:9]1[C:13]12[CH2:21][CH:17]3[CH2:18][CH:19]([CH2:20]1)[C:15]([C:22]([OH:28])=[O:24])([CH2:16]3)[CH2:14]2. The catalyst class is: 38. (4) Reactant: Cl[C:2]1[N:3]=[N+:4]([O-:13])[C:5]2[CH:11]=[CH:10][C:9]([CH3:12])=[CH:8][C:6]=2[N:7]=1.[CH2:14]([Sn](CCCC)(CCCC)CCCC)[CH:15]=[CH2:16]. Product: [CH2:16]([C:2]1[N:3]=[N+:4]([O-:13])[C:5]2[CH:11]=[CH:10][C:9]([CH3:12])=[CH:8][C:6]=2[N:7]=1)[CH:15]=[CH2:14]. The catalyst class is: 73. (5) Reactant: [Br:1][C:2]1[CH:13]=[CH:12][C:5]2[CH2:6][CH2:7][CH2:8][CH2:9][CH:10]([OH:11])[C:4]=2[CH:3]=1.[O:14]1[CH:19]=[CH:18][CH2:17][CH2:16][CH2:15]1.C1(C)C=CC(S([O-])(=O)=O)=CC=1.[NH+]1C=CC=CC=1. Product: [Br:1][C:2]1[CH:13]=[CH:12][C:5]2[CH2:6][CH2:7][CH2:8][CH2:9][CH:10]([O:11][CH:15]3[CH2:16][CH2:17][CH2:18][CH2:19][O:14]3)[C:4]=2[CH:3]=1. The catalyst class is: 158. (6) Reactant: [Br:1][C:2]1[C:11]2[C:6](=[CH:7][CH:8]=[CH:9][CH:10]=2)[N:5]=[C:4]([CH3:12])[C:3]=1[OH:13].Cl[C:15]1[C:24]2[C:19](=[CH:20][C:21]([O:27][CH3:28])=[C:22]([O:25][CH3:26])[CH:23]=2)[N:18]=[CH:17][CH:16]=1. Product: [Br:1][C:2]1[C:11]2[C:6](=[CH:7][CH:8]=[CH:9][CH:10]=2)[N:5]=[C:4]([CH3:12])[C:3]=1[O:13][C:15]1[C:24]2[C:19](=[CH:20][C:21]([O:27][CH3:28])=[C:22]([O:25][CH3:26])[CH:23]=2)[N:18]=[CH:17][CH:16]=1. The catalyst class is: 420.